The task is: Predict the reactants needed to synthesize the given product.. This data is from Full USPTO retrosynthesis dataset with 1.9M reactions from patents (1976-2016). (1) Given the product [CH3:14][O:13][C:10]1[CH:9]=[C:6]2[C:5](=[CH:12][CH:11]=1)[CH:4]=[C:3]([CH:2]([CH3:1])[C:15]([O:17][C@H:20]([C:19]([F:27])([F:18])[C:23]([F:26])([F:25])[F:24])[CH3:21])=[O:16])[CH:8]=[CH:7]2, predict the reactants needed to synthesize it. The reactants are: [CH3:1][C@H:2]([C:15]([OH:17])=[O:16])[C:3]1[CH:8]=[CH:7][C:6]2[CH:9]=[C:10]([O:13][CH3:14])[CH:11]=[CH:12][C:5]=2[CH:4]=1.[F:18][C:19]([F:27])([C:23]([F:26])([F:25])[F:24])[CH:20](O)[CH3:21].C(Cl)CCl. (2) Given the product [CH3:29][O:28][C:26](=[O:27])[CH2:25][O:1][C:2]1[C:19]([N+:20]([O-:22])=[O:21])=[CH:18][C:5]2[CH2:6][CH2:7][N:8]([C:11]([O:13][C:14]([CH3:16])([CH3:17])[CH3:15])=[O:12])[CH2:9][CH2:10][C:4]=2[C:3]=1[CH3:23], predict the reactants needed to synthesize it. The reactants are: [OH:1][C:2]1[C:19]([N+:20]([O-:22])=[O:21])=[CH:18][C:5]2[CH2:6][CH2:7][N:8]([C:11]([O:13][C:14]([CH3:17])([CH3:16])[CH3:15])=[O:12])[CH2:9][CH2:10][C:4]=2[C:3]=1[CH3:23].Br[CH2:25][C:26]([O:28][CH3:29])=[O:27].C(=O)([O-])[O-].[K+].[K+].O.